The task is: Predict the reactants needed to synthesize the given product.. This data is from Full USPTO retrosynthesis dataset with 1.9M reactions from patents (1976-2016). (1) Given the product [CH3:1][N:2]1[C:10]([NH:11][C:21]([NH:20][C:12](=[O:19])[C:13]2[CH:14]=[CH:15][CH:16]=[CH:17][CH:18]=2)=[S:22])=[C:9]2[C:4]([CH2:5][CH2:6][CH2:7][CH2:8]2)=[N:3]1, predict the reactants needed to synthesize it. The reactants are: [CH3:1][N:2]1[C:10]([NH2:11])=[C:9]2[C:4]([CH2:5][CH2:6][CH2:7][CH2:8]2)=[N:3]1.[C:12]([N:20]=[C:21]=[S:22])(=[O:19])[C:13]1[CH:18]=[CH:17][CH:16]=[CH:15][CH:14]=1. (2) The reactants are: N[NH:2][C:3]([C:5]1[CH:10]=[CH:9][C:8](B(O)O)=[CH:7][CH:6]=1)=[O:4].Cl[C:15]1[CH:20]=[C:19](Cl)[N:18]=[CH:17][N:16]=1.[IH:22]. Given the product [I:22][C:15]1[CH:20]=[C:19]([C:8]2[CH:9]=[CH:10][C:5]([C:3]([NH2:2])=[O:4])=[CH:6][CH:7]=2)[N:18]=[CH:17][N:16]=1, predict the reactants needed to synthesize it.